This data is from Full USPTO retrosynthesis dataset with 1.9M reactions from patents (1976-2016). The task is: Predict the reactants needed to synthesize the given product. (1) Given the product [C:31]([NH:1][C:2]1[C:7]2=[N:8][C:9]([C:21]([O:23][CH3:24])=[O:22])=[C:10]([O:13][CH2:14][C:15]3[CH:20]=[CH:19][CH:18]=[CH:17][CH:16]=3)[C:11](=[O:12])[N:6]2[CH:5]=[C:4]([N:25]2[CH2:30][CH2:29][O:28][CH2:27][CH2:26]2)[CH:3]=1)(=[O:32])[CH3:33], predict the reactants needed to synthesize it. The reactants are: [NH2:1][C:2]1[C:7]2=[N:8][C:9]([C:21]([O:23][CH3:24])=[O:22])=[C:10]([O:13][CH2:14][C:15]3[CH:20]=[CH:19][CH:18]=[CH:17][CH:16]=3)[C:11](=[O:12])[N:6]2[CH:5]=[C:4]([N:25]2[CH2:30][CH2:29][O:28][CH2:27][CH2:26]2)[CH:3]=1.[C:31](Cl)([CH3:33])=[O:32].O. (2) The reactants are: [NH:1]1[CH:5]=[N:4][CH:3]=[N:2]1.C(O)(=O)C.[Cl:10][C:11]1[CH:12]=[C:13]([CH:30]=[CH:31][C:32]=1[Cl:33])[O:14][C:15]1[C:16](=[O:29])[NH:17][C:18](S(C)(=O)=O)=[N:19][C:20]=1[C:21]([F:24])([F:23])[F:22]. Given the product [Cl:10][C:11]1[CH:12]=[C:13]([CH:30]=[CH:31][C:32]=1[Cl:33])[O:14][C:15]1[C:16](=[O:29])[NH:17][C:18]([N:1]2[CH:5]=[N:4][CH:3]=[N:2]2)=[N:19][C:20]=1[C:21]([F:23])([F:22])[F:24], predict the reactants needed to synthesize it. (3) Given the product [OH:7][CH2:6][CH2:5][O:4][CH2:3][CH2:2][NH:1][C:16]1[C:15]2[C:14](=[O:24])[C:13]3[C:22](=[CH:9][CH:10]=[CH:11][CH:12]=3)[C:21](=[O:23])[C:20]=2[CH:19]=[CH:18][CH:17]=1, predict the reactants needed to synthesize it. The reactants are: [NH2:1][CH2:2][CH2:3][O:4][CH2:5][CH2:6][OH:7].Cl[C:9]1[C:22]2[C:21](=[O:23])[C:20]3[C:15](=[CH:16][CH:17]=[CH:18][CH:19]=3)[C:14](=[O:24])[C:13]=2[CH:12]=[CH:11][CH:10]=1. (4) Given the product [C:1]([CH:4]([CH2:9][CH2:10][CH2:11][CH2:12][CH2:13][CH3:14])[C:5]([NH:57][CH:58]([C:60]1[C:61](=[O:75])[NH:62][C:63]([CH2:66][C:67]2[CH:72]=[CH:71][C:70]([O:73][CH3:74])=[CH:69][CH:68]=2)=[N:64][N:65]=1)[CH3:59])=[O:7])(=[O:3])[CH3:2], predict the reactants needed to synthesize it. The reactants are: [C:1]([CH:4]([CH2:9][CH2:10][CH2:11][CH2:12][CH2:13][CH3:14])[C:5]([O:7]C)=O)(=[O:3])[CH3:2].C(C(CCCCCC)C(O)=O)(=O)C.ON1C2C=CC=CC=2N=N1.CN1CCOCC1.Cl.CN(C)CCCN=C=NCC.[NH2:57][CH:58]([C:60]1[C:61](=[O:75])[NH:62][C:63]([CH2:66][C:67]2[CH:72]=[CH:71][C:70]([O:73][CH3:74])=[CH:69][CH:68]=2)=[N:64][N:65]=1)[CH3:59].